This data is from NCI-60 drug combinations with 297,098 pairs across 59 cell lines. The task is: Regression. Given two drug SMILES strings and cell line genomic features, predict the synergy score measuring deviation from expected non-interaction effect. (1) Synergy scores: CSS=47.4, Synergy_ZIP=-1.59, Synergy_Bliss=-1.61, Synergy_Loewe=-4.81, Synergy_HSA=-2.03. Drug 2: C1CN1P(=S)(N2CC2)N3CC3. Cell line: SK-MEL-2. Drug 1: CC12CCC3C(C1CCC2=O)CC(=C)C4=CC(=O)C=CC34C. (2) Synergy scores: CSS=42.6, Synergy_ZIP=-9.23, Synergy_Bliss=3.30, Synergy_Loewe=-24.0, Synergy_HSA=6.47. Cell line: OVCAR3. Drug 2: CC1=C(C(=O)C2=C(C1=O)N3CC4C(C3(C2COC(=O)N)OC)N4)N. Drug 1: CCC1=C2CN3C(=CC4=C(C3=O)COC(=O)C4(CC)O)C2=NC5=C1C=C(C=C5)O. (3) Drug 1: C1=CC(=CC=C1CC(C(=O)O)N)N(CCCl)CCCl.Cl. Drug 2: CC1CCCC2(C(O2)CC(NC(=O)CC(C(C(=O)C(C1O)C)(C)C)O)C(=CC3=CSC(=N3)C)C)C. Cell line: UACC62. Synergy scores: CSS=8.30, Synergy_ZIP=-2.86, Synergy_Bliss=3.35, Synergy_Loewe=2.31, Synergy_HSA=3.59. (4) Drug 1: C1=CN(C=N1)CC(O)(P(=O)(O)O)P(=O)(O)O. Drug 2: C(CN)CNCCSP(=O)(O)O. Cell line: HCC-2998. Synergy scores: CSS=4.58, Synergy_ZIP=0.0695, Synergy_Bliss=-0.680, Synergy_Loewe=5.73, Synergy_HSA=0.580.